Dataset: Catalyst prediction with 721,799 reactions and 888 catalyst types from USPTO. Task: Predict which catalyst facilitates the given reaction. Reactant: [CH2:1]1[CH:5]2[CH2:6][NH:7][CH2:8][CH:4]2[CH2:3][N:2]1[C:9]1[CH:10]=[CH:11][C:12]([N+:19]([O-:21])=[O:20])=[C:13]([CH:18]=1)[C:14]([NH:16][CH3:17])=[O:15].C=O.[C:24]([BH3-])#N. Product: [CH3:17][NH:16][C:14](=[O:15])[C:13]1[CH:18]=[C:9]([N:2]2[CH2:3][CH:4]3[CH:5]([CH2:6][N:7]([CH3:24])[CH2:8]3)[CH2:1]2)[CH:10]=[CH:11][C:12]=1[N+:19]([O-:21])=[O:20]. The catalyst class is: 477.